From a dataset of Reaction yield outcomes from USPTO patents with 853,638 reactions. Predict the reaction yield, written as a fraction of the theoretical maximum amount of product (1.0 means a 100% yield; for example, 0.34 means a 34% yield). (1) The reactants are Cl[C:2]1[C:7]([N+:8]([O-:10])=[O:9])=[CH:6][N:5]=[C:4]2[CH:11]=[CH:12][S:13][C:3]=12.[NH2:14][C@H:15]1[CH2:20][CH2:19][C@H:18]([CH2:21][OH:22])[CH2:17][CH2:16]1.C(N(CC)C(C)C)(C)C. The catalyst is C(O)(C)C. The product is [N+:8]([C:7]1[C:2]([NH:14][C@H:15]2[CH2:20][CH2:19][C@H:18]([CH2:21][OH:22])[CH2:17][CH2:16]2)=[C:3]2[S:13][CH:12]=[CH:11][C:4]2=[N:5][CH:6]=1)([O-:10])=[O:9]. The yield is 0.860. (2) The reactants are [OH-].[Na+].[F:3][C:4]1[CH:5]=[C:6]([N:11]([CH3:35])[CH:12]([C:14]2[CH:15]=[C:16]([C:31]([O:33]C)=[O:32])[CH:17]=[C:18]3[C:23]=2[O:22][C:21]([N:24]2[CH2:29][CH2:28][O:27][CH2:26][CH2:25]2)=[CH:20][C:19]3=[O:30])[CH3:13])[CH:7]=[C:8]([F:10])[CH:9]=1.CO.Cl. The catalyst is C1COCC1.O. The product is [F:3][C:4]1[CH:5]=[C:6]([N:11]([CH3:35])[CH:12]([C:14]2[CH:15]=[C:16]([C:31]([OH:33])=[O:32])[CH:17]=[C:18]3[C:23]=2[O:22][C:21]([N:24]2[CH2:29][CH2:28][O:27][CH2:26][CH2:25]2)=[CH:20][C:19]3=[O:30])[CH3:13])[CH:7]=[C:8]([F:10])[CH:9]=1. The yield is 0.860. (3) The reactants are C1(P(C2C=CC=CC=2)C2C=CC3C(=CC=CC=3)C=2C2C3C(=CC=CC=3)C=CC=2P(C2C=CC=CC=2)C2C=CC=CC=2)C=CC=CC=1.CC(C)([O-])C.[K+].[NH:53]1[CH2:58][CH2:57][O:56][CH2:55][CH2:54]1.Br[C:60]1[CH:66]=[C:65]([CH3:67])[C:63]([NH2:64])=[C:62]([CH3:68])[CH:61]=1. The product is [CH3:68][C:62]1[CH:61]=[C:60]([N:53]2[CH2:58][CH2:57][O:56][CH2:55][CH2:54]2)[CH:66]=[C:65]([CH3:67])[C:63]=1[NH2:64]. The catalyst is C1C=CC(/C=C/C(/C=C/C2C=CC=CC=2)=O)=CC=1.C1C=CC(/C=C/C(/C=C/C2C=CC=CC=2)=O)=CC=1.[Pd].C1(C)C=CC=CC=1. The yield is 0.410. (4) The reactants are [Cl:1][C:2]1[C:10]([C:11]2[CH:12]=[CH:13][C:14]([NH2:17])=[N:15][CH:16]=2)=[CH:9][C:8]2[CH2:7][CH2:6][O:5][C:4]=2[CH:3]=1.[F:18][C:19]1[CH:27]=[CH:26][CH:25]=[CH:24][C:20]=1[C:21](Cl)=[O:22].CCN(C(C)C)C(C)C.C([O-])(O)=O.[Na+].C(Cl)Cl. The catalyst is C(Cl)Cl. The product is [Cl:1][C:2]1[C:10]([C:11]2[CH:12]=[CH:13][C:14]([NH:17][C:21]([C:20]3[CH:24]=[CH:25][CH:26]=[CH:27][C:19]=3[F:18])=[O:22])=[N:15][CH:16]=2)=[CH:9][C:8]2[CH2:7][CH2:6][O:5][C:4]=2[CH:3]=1. The yield is 0.458. (5) The reactants are [OH:1][C:2]1[CH:3]=[CH:4][C:5]([N+:10]([O-:12])=[O:11])=[C:6]([CH:9]=1)[CH:7]=[O:8].[CH2:13](O)[CH2:14][CH2:15][CH2:16][CH2:17][CH2:18][CH3:19].C1(P(C2C=CC=CC=2)C2C=CC=CC=2)C=CC=CC=1.C(OC(N=NC(OC(C)(C)C)=O)=O)(C)(C)C. The catalyst is C1COCC1. The product is [CH2:13]([O:1][C:2]1[CH:3]=[CH:4][C:5]([N+:10]([O-:12])=[O:11])=[C:6]([CH:9]=1)[CH:7]=[O:8])[CH2:14][CH2:15][CH2:16][CH2:17][CH2:18][CH3:19]. The yield is 0.570. (6) The reactants are [CH3:1][C:2]([CH3:9])([CH2:7][OH:8])[C:3]([O:5][CH3:6])=[O:4].[C:10]1([CH3:20])[CH:15]=[CH:14][C:13]([S:16](Cl)(=[O:18])=[O:17])=[CH:12][CH:11]=1.N1C=CC=CC=1. The catalyst is CN(C)C1C=CN=CC=1.C1(C)C=CC=CC=1. The product is [CH3:1][C:2]([CH3:9])([CH2:7][O:8][S:16]([C:13]1[CH:14]=[CH:15][C:10]([CH3:20])=[CH:11][CH:12]=1)(=[O:18])=[O:17])[C:3]([O:5][CH3:6])=[O:4]. The yield is 1.00.